This data is from Experimentally validated miRNA-target interactions with 360,000+ pairs, plus equal number of negative samples. The task is: Binary Classification. Given a miRNA mature sequence and a target amino acid sequence, predict their likelihood of interaction. (1) The miRNA is hsa-miR-3674 with sequence AUUGUAGAACCUAAGAUUGGCC. The protein sequence of the target gene is MAWPKLPAPWLLLCTWLPAGCLSLLVTVQHTERYVTLFASIILKCDYTTSAQLQDVVVTWRFKSFCKDPIFDYYSASYQAALSLGQDPSNDCNDNQREVRIVAQRRGQNEPVLGVDYRQRKITIQNRADLVINEVMWWDHGVYYCTIEAPGDTSGDPDKEVKLIVLHWLTVIFIILGALLLLLLIGVCWCQCCPQYCCCYIRCPCCPAHCCCPEEALARHRYMKQAQALGPQMMGKPLYWGADRSSQVSSYPMHPLLQRDLSLPSSLPQMPMTQTTNQPPIANGVLEYLEKELRNLNLAQ.... Result: 1 (interaction). (2) The miRNA is hsa-miR-5689 with sequence AGCAUACACCUGUAGUCCUAGA. The protein sequence of the target gene is MAPTLFQKLFSKRSGLGAPGRDARDPDCAFSWPLPEFDPSQIRLIVYQDCERRGRNVLFDSSVKRKNEDTSVSKLCNDAQVKVFGKCCQLKPGGDSSSSLDSSITLSSDGKDQCPKYQGSRCSSDANMLGEMMFGSVAMSYKGSTLKIHQIRSPPQLMLSKVFTARTGSSICGSLNTLQDSLEFINQDSNTLKADSSTVSNGLLGNIGLSQFCSPRRAFSEQGPLRLIRSASFFAVHSNPMDMPGRELNEDRDSGIARSASLSSLFITPFPSPNSSLTRSCASSYQRRWRRSQTTSLENG.... Result: 0 (no interaction). (3) The miRNA is hsa-miR-495-3p with sequence AAACAAACAUGGUGCACUUCUU. The protein sequence of the target gene is MDSGAGGRRCPEAALLILGPPRMEHLRHSPGPGGQRLLLPSMLLALLLLLAPSPGHATRVVYKVPEEQPPNTLIGSLAADYGFPDVGHLYKLEVGAPYLRVDGKTGDIFTTETSIDREGLRECQNQLPGDPCILEFEVSITDLVQNGSPRLLEGQIEVQDINDNTPNFASPVITLAIPENTNIGSLFPIPLASDRDAGPNGVASYELQAGPEAQELFGLQVAEDQEEKQPQLIVMGNLDRERWDSYDLTIKVQDGGSPPRASSALLRVTVLDTNDNAPKFERPSYEAELSENSPIGHSVI.... Result: 1 (interaction). (4) The miRNA is hsa-miR-4715-5p with sequence AAGUUGGCUGCAGUUAAGGUGG. The protein sequence of the target gene is MLGIWIVAFLFFGTSRGKEVCYERLGCFKDGLPWTRTFSTELVGLPWSPEKINTRFLLYTIHNPNAYQEISAVNSSTIQASYFGTDKITRINIAGWKTDGKWQRDMCNVLLQLEDINCINLDWINGSREYIHAVNNLRVVGAEVAYFIDVLMKKFEYSPSKVHLIGHSLGAHLAGEAGSRIPGLGRITGLDPAGPFFHNTPKEVRLDPSDANFVDVIHTNAARILFELGVGTIDACGHLDFYPNGGKHMPGCEDLITPLLKFNFNAYKKEMASFFDCNHARSYQFYAESILNPDAFIAYP.... Result: 0 (no interaction). (5) The miRNA is mmu-miR-19b-3p with sequence UGUGCAAAUCCAUGCAAAACUGA. The protein sequence of the target gene is MDLRAGDSWGMLACLCTVLWHLPAVPALNRTGDPGPGPSIQKTYDLTRYLEHQLRSLAGTYLNYLGPPFNEPDFNPPRLGAETLPRATVDLEVWRSLNDKLRLTQNYEAYSHLLCYLRGLNRQAATAELRRSLAHFCTSLQGLLGSIAGVMAALGYPLPQPLPGTEPTWTPGPAHSDFLQKMDDFWLLKELQTWLWRSAKDFNRLKKKMQPPAAAVTLHLGAHGF. Result: 0 (no interaction). (6) The miRNA is hsa-miR-548az-3p with sequence AAAAACUGCAAUCACUUUUGC. The protein sequence of the target gene is MSGSMATAEASGSDGKGQEVETSVTYYRLEEVAKRNSLKELWLVIHGRVYDVTRFLNEHPGGEEVLLEQAGVDASESFEDVGHSSDAREMLKQYYIGDIHPSDLKPESGSKDPSKNDTCKSCWAYWILPIIGAVLLGFLYRYYTSESKSS. Result: 1 (interaction). (7) The miRNA is hsa-miR-149-3p with sequence AGGGAGGGACGGGGGCUGUGC. The protein sequence of the target gene is MRDPGAAAPLSSLGLCALVLALLGALSAGAGAQPYHGEKGISVPDHGFCQPISIPLCTDIAYNQTILPNLLGHTNQEDAGLEVHQFYPLVKVQCSPELRFFLCSMYAPVCTVLDQAIPPCRSLCERARQGCEALMNKFGFQWPERLRCENFPVHGAGEICVGQNTSDGSGGPGGGPTAYPTAPYLPDLPFTALPPGASDGRGRPAFPFSCPRQLKVPPYLGYRFLGERDCGAPCEPGRANGLMYFKEEERRFARLWVGVWSVLCCASTLFTVLTYLVDMRRFSYPERPIIFLSGCYFMVA.... Result: 1 (interaction). (8) The miRNA is mmu-miR-466p-5p with sequence UAUGUGUGUGUACAUGUACAU. The protein sequence of the target gene is MAPHRPAPALLCALSLALCALSLPVRAATASRGASQAGAPQGRVPEARPNSMVVEHPEFLKAGKEPGLQIWRVEKFDLVPVPTNLYGDFFTGDAYVILKTVQLRNGNLQYDLHYWLGNECSQDESGAAAIFTVQLDDYLNGRAVQHREVQGFESATFLGYFKSGLKYKKGGVASGFKHVVPNEVVVQRLFQVKGRRVVRATEVPVSWESFNNGDCFILDLGNNIHQWCGSNSNRYERLKATQVSKGIRDNERSGRARVHVSEEGTEPEAMLQVLGPKPALPAGTEDTAKEDAANRKLAKL.... Result: 0 (no interaction).